From a dataset of Reaction yield outcomes from USPTO patents with 853,638 reactions. Predict the reaction yield, written as a fraction of the theoretical maximum amount of product (1.0 means a 100% yield; for example, 0.34 means a 34% yield). (1) The reactants are [F:1][C:2]([CH2:5][CH3:6])([F:4])[F:3].[Br-].[Mg+2].[Br-].[Br:10][C:11]1[CH:12]=[C:13]([CH:20]=[CH:21][CH:22]=1)[C:14](N(OC)C)=[O:15]. The catalyst is C1COCC1. The product is [Br:10][C:11]1[CH:12]=[C:13]([C:14](=[O:15])[CH2:6][CH2:5][C:2]([F:4])([F:3])[F:1])[CH:20]=[CH:21][CH:22]=1. The yield is 0.770. (2) The reactants are [F:1][C:2]1[C:7]([F:8])=[CH:6][CH:5]=[CH:4][C:3]=1[C@@H:9]1[CH2:19][CH:18]=[C:17]([CH2:20][C:21](=[O:38])[N:22]2[CH2:27][CH2:26][CH:25]([N:28]3[C:36]4[C:31](=[N:32][CH:33]=[CH:34][CH:35]=4)[NH:30][C:29]3=[O:37])[CH2:24][CH2:23]2)[C:12]2=[N:13][CH:14]=[CH:15][N:16]=[C:11]2[C@H:10]1[NH:39]C(=O)OC(C)(C)C.FC(F)(F)C(O)=O.CO. The catalyst is C(Cl)Cl. The product is [NH2:39][C@@H:10]1[C:11]2[C:12](=[N:13][CH:14]=[CH:15][N:16]=2)[C:17]([CH2:20][C:21]([N:22]2[CH2:23][CH2:24][CH:25]([N:28]3[C:36]4[C:31](=[N:32][CH:33]=[CH:34][CH:35]=4)[NH:30][C:29]3=[O:37])[CH2:26][CH2:27]2)=[O:38])=[CH:18][CH2:19][C@H:9]1[C:3]1[CH:4]=[CH:5][CH:6]=[C:7]([F:8])[C:2]=1[F:1]. The yield is 0.730. (3) The reactants are C[O:2][C:3]([CH:5]1[CH2:9][CH2:8][N:7]([CH2:10][C:11]2[CH:16]=[CH:15][CH:14]=[C:13]([O:17][CH2:18][CH:19]([CH3:21])[CH3:20])[CH:12]=2)[CH2:6]1)=O.O.[NH2:23][NH2:24]. The catalyst is C(O)C. The product is [CH2:18]([O:17][C:13]1[CH:12]=[C:11]([CH:16]=[CH:15][CH:14]=1)[CH2:10][N:7]1[CH2:8][CH2:9][CH:5]([C:3]([NH:23][NH2:24])=[O:2])[CH2:6]1)[CH:19]([CH3:21])[CH3:20]. The yield is 0.750. (4) The reactants are [Cl:1][CH2:2][CH2:3][C:4]([C:6]1[CH:11]=[CH:10][CH:9]=[CH:8][CH:7]=1)=[O:5].[NH4+].[Cl-].I[CH2:15][C:16]([CH3:18])=[CH2:17]. The catalyst is C1COCC1.[Zn]. The product is [Cl:1][CH2:2][CH2:3][C:4]([C:6]1[CH:11]=[CH:10][CH:9]=[CH:8][CH:7]=1)([OH:5])[CH2:17][C:16]([CH3:18])=[CH2:15]. The yield is 0.760. (5) The reactants are CS(O[CH2:6][CH2:7][C:8]1[CH:13]=[CH:12][CH:11]=[C:10]([N:14]2[CH2:18][CH2:17][NH:16][C:15]2=[O:19])[CH:9]=1)(=O)=O.[CH3:20][C:21]1[CH:30]=[CH:29][C:28]2[C:23](=[CH:24][CH:25]=[CH:26][C:27]=2[N:31]2[CH2:36][CH2:35][NH:34][CH2:33][CH2:32]2)[N:22]=1.C(N(C(C)C)CC)(C)C. The catalyst is C(#N)C. The product is [CH3:20][C:21]1[CH:30]=[CH:29][C:28]2[C:23](=[CH:24][CH:25]=[CH:26][C:27]=2[N:31]2[CH2:36][CH2:35][N:34]([CH2:6][CH2:7][C:8]3[CH:9]=[C:10]([N:14]4[CH2:18][CH2:17][NH:16][C:15]4=[O:19])[CH:11]=[CH:12][CH:13]=3)[CH2:33][CH2:32]2)[N:22]=1. The yield is 0.700.